This data is from Reaction yield outcomes from USPTO patents with 853,638 reactions. The task is: Predict the reaction yield, written as a fraction of the theoretical maximum amount of product (1.0 means a 100% yield; for example, 0.34 means a 34% yield). (1) The reactants are C(=O)([O-])[O-].[Cs+].[Cs+].[NH:7]1[CH:11]=[C:10](/[CH:12]=[CH:13]/[C:14]([O:16][CH2:17][CH3:18])=[O:15])[CH:9]=[N:8]1.Br[CH2:20]/[CH:21]=[CH:22]/[C:23]1[CH:28]=[CH:27][CH:26]=[CH:25][CH:24]=1. The catalyst is C(#N)C. The product is [CH2:20]([N:7]1[CH:11]=[C:10](/[CH:12]=[CH:13]/[C:14]([O:16][CH2:17][CH3:18])=[O:15])[CH:9]=[N:8]1)[CH:21]=[CH:22][C:23]1[CH:28]=[CH:27][CH:26]=[CH:25][CH:24]=1. The yield is 0.760. (2) The reactants are [H-].[Al+3].[Li+].[H-].[H-].[H-].[Cl:7][C:8]1[CH:13]=[C:12]([Cl:14])[CH:11]=[CH:10][C:9]=1[C:15]1[O:16][C:17]([CH:32]([CH3:34])[CH3:33])=[C:18]([CH2:20][CH2:21][C:22]([C:24]2[CH:29]=[CH:28][C:27]([OH:30])=[C:26]([CH3:31])[CH:25]=2)=[O:23])[N:19]=1.S([O-])([O-])(=O)=O.[Na+].[Na+]. The catalyst is C1COCC1. The product is [Cl:7][C:8]1[CH:13]=[C:12]([Cl:14])[CH:11]=[CH:10][C:9]=1[C:15]1[O:16][C:17]([CH:32]([CH3:34])[CH3:33])=[C:18]([CH2:20][CH2:21][CH:22]([C:24]2[CH:29]=[CH:28][C:27]([OH:30])=[C:26]([CH3:31])[CH:25]=2)[OH:23])[N:19]=1. The yield is 0.980. (3) The reactants are [CH3:1][C:2]1([CH3:37])[O:7][C@@H:6]([CH2:8][C:9]([O:11][C:12]([CH3:21])([CH3:20])[CH2:13][C:14]2[CH:19]=[CH:18][CH:17]=[CH:16][CH:15]=2)=[O:10])[CH2:5][C@@H:4]([CH2:22]S(C2N(C3C=CC=CC=3)N=NN=2)(=O)=O)[O:3]1.[F:38][C:39]1[CH:44]=[CH:43][C:42]([C:45]2[C:50]([CH:51]=O)=[C:49]([CH:53]([CH3:55])[CH3:54])[N:48]=[C:47]([N:56]([CH3:61])[S:57]([CH3:60])(=[O:59])=[O:58])[N:46]=2)=[CH:41][CH:40]=1.C[Si]([N-][Si](C)(C)C)(C)C.[Li+].[Cl-].[NH4+]. The catalyst is O1CCCC1.C(OCC)(=O)C. The product is [F:38][C:39]1[CH:40]=[CH:41][C:42]([C:45]2[C:50](/[CH:51]=[CH:22]/[C@H:4]3[O:3][C:2]([CH3:1])([CH3:37])[O:7][C@@H:6]([CH2:8][C:9]([O:11][C:12]([CH3:20])([CH3:21])[CH2:13][C:14]4[CH:19]=[CH:18][CH:17]=[CH:16][CH:15]=4)=[O:10])[CH2:5]3)=[C:49]([CH:53]([CH3:55])[CH3:54])[N:48]=[C:47]([N:56]([CH3:61])[S:57]([CH3:60])(=[O:59])=[O:58])[N:46]=2)=[CH:43][CH:44]=1. The yield is 0.900.